Dataset: Full USPTO retrosynthesis dataset with 1.9M reactions from patents (1976-2016). Task: Predict the reactants needed to synthesize the given product. Given the product [CH3:10][C:4]1[CH:5]=[C:6]([OH:9])[N:7]2[N:8]=[C:11]([CH:12]([CH3:14])[CH3:13])[N:1]=[C:2]2[N:3]=1, predict the reactants needed to synthesize it. The reactants are: [NH2:1][C:2]1[N:7]([NH2:8])[C:6](=[O:9])[CH:5]=[C:4]([CH3:10])[N:3]=1.[C:11](Cl)(=O)[CH:12]([CH3:14])[CH3:13].